From a dataset of Reaction yield outcomes from USPTO patents with 853,638 reactions. Predict the reaction yield, written as a fraction of the theoretical maximum amount of product (1.0 means a 100% yield; for example, 0.34 means a 34% yield). (1) The reactants are [CH:1]([C:4]1[CH:9]=[CH:8][C:7]([C:10]2[C:11]3[C:21]([CH3:22])=[CH:20][C:19]4[CH2:18][CH2:17][CH2:16][C:15]=4[C:12]=3[O:13][CH:14]=2)=[CH:6][CH:5]=1)([CH3:3])[CH3:2]. The catalyst is CO. The product is [CH:1]([C:4]1[CH:5]=[CH:6][C:7]([CH:10]2[CH2:14][O:13][C:12]3[C:15]4[CH2:16][CH2:17][CH2:18][C:19]=4[CH:20]=[C:21]([CH3:22])[C:11]2=3)=[CH:8][CH:9]=1)([CH3:3])[CH3:2]. The yield is 0.590. (2) The reactants are [C:1]1([C:7]2[C:20]3[C:15](=[CH:16][CH:17]=[CH:18][CH:19]=3)[C:14]([C:21]3[CH:22]=[C:23]4[C:27](=[CH:28][CH:29]=3)[NH:26][C:25]3[N:30]=[CH:31][CH:32]=[CH:33][C:24]4=3)=[C:13]3[C:8]=2[CH:9]=[CH:10][CH:11]=[CH:12]3)[CH:6]=[CH:5][CH:4]=[CH:3][CH:2]=1.[I:34][C:35]1[CH:40]=[CH:39][CH:38]=[C:37](I)[CH:36]=1.[O-]P([O-])([O-])=O.[K+].[K+].[K+]. The catalyst is O1CCOCC1.[Cu]I. The product is [I:34][C:35]1[CH:36]=[C:37]([N:26]2[C:27]3[C:23](=[CH:22][C:21]([C:14]4[C:13]5[C:8]([C:7]([C:1]6[CH:2]=[CH:3][CH:4]=[CH:5][CH:6]=6)=[C:20]6[C:15]=4[CH:16]=[CH:17][CH:18]=[CH:19]6)=[CH:9][CH:10]=[CH:11][CH:12]=5)=[CH:29][CH:28]=3)[C:24]3[CH:33]=[CH:32][CH:31]=[N:30][C:25]2=3)[CH:38]=[CH:39][CH:40]=1. The yield is 0.630.